Dataset: Catalyst prediction with 721,799 reactions and 888 catalyst types from USPTO. Task: Predict which catalyst facilitates the given reaction. (1) Reactant: [CH:1]1([C:4]2[N:31]=[C:7]3[NH:8][C:9](=[O:30])[C:10]([CH2:15][C:16]4[CH:21]=[CH:20][C:19]([C:22]5[C:23]([C:28]#[N:29])=[CH:24][CH:25]=[CH:26][CH:27]=5)=[CH:18][CH:17]=4)=[C:11]([CH2:12][CH2:13][CH3:14])[N:6]3[N:5]=2)[CH2:3][CH2:2]1.Br[CH2:33][C:34]1[CH:39]=[CH:38][C:37]([F:40])=[CH:36][CH:35]=1.C(=O)([O-])[O-].[K+].[K+].CN(C)C=O. Product: [CH:1]1([C:4]2[N:31]=[C:7]3[N:8]([CH2:33][C:34]4[CH:39]=[CH:38][C:37]([F:40])=[CH:36][CH:35]=4)[C:9](=[O:30])[C:10]([CH2:15][C:16]4[CH:21]=[CH:20][C:19]([C:22]5[C:23]([C:28]#[N:29])=[CH:24][CH:25]=[CH:26][CH:27]=5)=[CH:18][CH:17]=4)=[C:11]([CH2:12][CH2:13][CH3:14])[N:6]3[N:5]=2)[CH2:2][CH2:3]1. The catalyst class is: 13. (2) Reactant: C([O:8][N:9]1[C:18]2[C:13](=[CH:14][CH:15]=[CH:16][N:17]=2)[C:12]([OH:19])=[C:11]([C:20]([NH:22][CH2:23][C:24]2[CH:29]=[CH:28][C:27]([F:30])=[CH:26][CH:25]=2)=[O:21])[C:10]1=[O:31])C1C=CC=CC=1.O. Product: [F:30][C:27]1[CH:26]=[CH:25][C:24]([CH2:23][NH:22][C:20]([C:11]2[C:10](=[O:31])[N:9]([OH:8])[C:18]3[C:13]([C:12]=2[OH:19])=[CH:14][CH:15]=[CH:16][N:17]=3)=[O:21])=[CH:29][CH:28]=1. The catalyst class is: 201.